This data is from Catalyst prediction with 721,799 reactions and 888 catalyst types from USPTO. The task is: Predict which catalyst facilitates the given reaction. (1) Reactant: [CH3:1][C:2]1[NH:3][C:4]([CH3:11])=[CH:5][C:6](=[O:10])[C:7]=1[C:8]#[N:9].N. Product: [NH2:9][CH2:8][C:7]1[C:6](=[O:10])[CH:5]=[C:4]([CH3:11])[NH:3][C:2]=1[CH3:1]. The catalyst class is: 94. (2) Reactant: [Cl:1][C:2]1[N:7]=[CH:6][C:5]([C@H:8]([OH:13])[C:9]([F:12])([F:11])[F:10])=[CH:4][CH:3]=1.N1C(C)=CC=CC=1C.[F:22][C:23]([F:36])([F:35])[S:24](O[S:24]([C:23]([F:36])([F:35])[F:22])(=[O:26])=[O:25])(=[O:26])=[O:25].O. Product: [F:22][C:23]([F:36])([F:35])[S:24]([O:13][C@@H:8]([C:5]1[CH:6]=[N:7][C:2]([Cl:1])=[CH:3][CH:4]=1)[C:9]([F:10])([F:11])[F:12])(=[O:26])=[O:25]. The catalyst class is: 2. (3) Reactant: [C:1]1(/[CH:7]=[CH:8]/[CH2:9][CH2:10][CH2:11][C:12]#[C:13][C:14](=[O:20])[CH2:15][CH2:16][CH:17]=[C:18]=[CH2:19])[CH:6]=[CH:5][CH:4]=[CH:3][CH:2]=1. Product: [CH2:9]1[C:8]2=[CH:7][C:1]3[C:6]([C:13]([C:14](=[O:20])[CH2:15][CH2:16][CH:17]=[C:18]=[CH2:19])=[C:12]2[CH2:11][CH2:10]1)=[CH:5][CH:4]=[CH:3][CH:2]=3. The catalyst class is: 262.